This data is from Reaction yield outcomes from USPTO patents with 853,638 reactions. The task is: Predict the reaction yield, written as a fraction of the theoretical maximum amount of product (1.0 means a 100% yield; for example, 0.34 means a 34% yield). The reactants are [CH2:1]([N:8]1[C:20]2[CH:19]=[C:18]([C:21]3[C:22]([CH3:27])=[N:23][O:24][C:25]=3[CH3:26])[CH:17]=[C:16]([C:28]#[N:29])[C:15]=2[C:14]2[C:9]1=[CH:10][C:11]([C:30]([N:32]1[CH2:37][CH2:36][O:35][CH2:34][CH2:33]1)=[O:31])=[CH:12][CH:13]=2)[C:2]1[CH:7]=[CH:6][CH:5]=[CH:4][CH:3]=1.C([O-])([O-])=[O:39].[K+].[K+].OO. The catalyst is CS(C)=O.O. The product is [CH2:1]([N:8]1[C:20]2[CH:19]=[C:18]([C:21]3[C:22]([CH3:27])=[N:23][O:24][C:25]=3[CH3:26])[CH:17]=[C:16]([C:28]([NH2:29])=[O:39])[C:15]=2[C:14]2[C:9]1=[CH:10][C:11]([C:30]([N:32]1[CH2:37][CH2:36][O:35][CH2:34][CH2:33]1)=[O:31])=[CH:12][CH:13]=2)[C:2]1[CH:3]=[CH:4][CH:5]=[CH:6][CH:7]=1. The yield is 0.870.